Predict the reaction yield, written as a fraction of the theoretical maximum amount of product (1.0 means a 100% yield; for example, 0.34 means a 34% yield). From a dataset of Reaction yield outcomes from USPTO patents with 853,638 reactions. (1) The reactants are [CH2:1]([O:8][CH2:9][C@@H:10]([C:13]1[CH:18]=[CH:17][C:16]([Br:19])=[CH:15][C:14]=1[CH3:20])[CH2:11][OH:12])[C:2]1[CH:7]=[CH:6][CH:5]=[CH:4][CH:3]=1.CC(OI1(OC(C)=O)(OC(C)=O)OC(=O)C2C=CC=CC1=2)=O. The catalyst is ClCCl. The product is [CH2:1]([O:8][CH2:9][C@@H:10]([C:13]1[CH:18]=[CH:17][C:16]([Br:19])=[CH:15][C:14]=1[CH3:20])[CH:11]=[O:12])[C:2]1[CH:3]=[CH:4][CH:5]=[CH:6][CH:7]=1. The yield is 0.711. (2) The reactants are [Br:1][C:2]1[CH:7]=[CH:6][C:5]([C@@H:8]([N:10]([CH2:18][CH2:19][CH2:20][C:21](=O)[C:22]2[CH:27]=[CH:26][CH:25]=[CH:24][CH:23]=2)[C:11](=[O:17])[O:12][C:13]([CH3:16])([CH3:15])[CH3:14])[CH3:9])=[CH:4][CH:3]=1.[C:29]([S@:33]([NH2:35])=[O:34])([CH3:32])([CH3:31])[CH3:30]. The catalyst is C1COCC1. The product is [Br:1][C:2]1[CH:7]=[CH:6][C:5]([C@@H:8]([N:10]([CH2:18][CH2:19][CH2:20]/[C:21](=[N:35]\[S@@:33]([C:29]([CH3:32])([CH3:31])[CH3:30])=[O:34])/[C:22]2[CH:27]=[CH:26][CH:25]=[CH:24][CH:23]=2)[C:11](=[O:17])[O:12][C:13]([CH3:16])([CH3:15])[CH3:14])[CH3:9])=[CH:4][CH:3]=1. The yield is 0.510. (3) The yield is 0.900. The product is [CH3:13][O:14][C:15]1[CH:20]=[CH:19][C:18]([S:21][C:2]2[CH:7]=[C:6]([CH3:8])[C:5]([C:9](=[O:11])[CH3:10])=[C:4]([CH3:12])[CH:3]=2)=[CH:17][CH:16]=1. The catalyst is CN(C=O)C.O.[Cu-]=O. The reactants are I[C:2]1[CH:7]=[C:6]([CH3:8])[C:5]([C:9](=[O:11])[CH3:10])=[C:4]([CH3:12])[CH:3]=1.[CH3:13][O:14][C:15]1[CH:20]=[CH:19][C:18]([SH:21])=[CH:17][CH:16]=1.[OH-].[K+].